Dataset: Catalyst prediction with 721,799 reactions and 888 catalyst types from USPTO. Task: Predict which catalyst facilitates the given reaction. (1) Reactant: [Br:1][C:2]1[CH:25]=[C:24]([Cl:26])[CH:23]=[CH:22][C:3]=1[O:4][C:5]1[N:9]([CH3:10])[C:8]2[C:11]([CH:17]([CH2:20][CH3:21])[CH2:18][CH3:19])=[CH:12][CH:13]=[C:14]([O:15]C)[C:7]=2[N:6]=1.B(Br)(Br)Br. Product: [Br:1][C:2]1[CH:25]=[C:24]([Cl:26])[CH:23]=[CH:22][C:3]=1[O:4][C:5]1[N:9]([CH3:10])[C:8]2[C:11]([CH:17]([CH2:18][CH3:19])[CH2:20][CH3:21])=[CH:12][CH:13]=[C:14]([OH:15])[C:7]=2[N:6]=1. The catalyst class is: 4. (2) Reactant: Br[C:2]1[C:6]([C:7]2[N:8]=[C:9]([NH:12][C:13]3[N:18]=[C:17]([CH3:19])[CH:16]=[CH:15][N:14]=3)[S:10][CH:11]=2)=[CH:5][N:4]([CH2:20][C:21]2[CH:26]=[CH:25][C:24]([O:27][CH3:28])=[CH:23][CH:22]=2)[N:3]=1.CC1(C)C(C)(C)OB([C:37]2[CH2:38][N:39]([C:42]([O:44][C:45]([CH3:48])([CH3:47])[CH3:46])=[O:43])[CH2:40][CH:41]=2)O1.C([O-])(O)=O.[Na+]. Product: [CH3:28][O:27][C:24]1[CH:25]=[CH:26][C:21]([CH2:20][N:4]2[CH:5]=[C:6]([C:7]3[N:8]=[C:9]([NH:12][C:13]4[N:18]=[C:17]([CH3:19])[CH:16]=[CH:15][N:14]=4)[S:10][CH:11]=3)[C:2]([C:41]3[CH2:40][N:39]([C:42]([O:44][C:45]([CH3:48])([CH3:47])[CH3:46])=[O:43])[CH2:38][CH:37]=3)=[N:3]2)=[CH:22][CH:23]=1. The catalyst class is: 70. (3) Reactant: [CH2:1]([S:3]([N:6]1[CH2:11][CH2:10][CH:9]([C:12]2[C:20]3[C:15](=[C:16]([C:30]([NH2:32])=[O:31])[CH:17]=[C:18](B4OC(C)(C)C(C)(C)O4)[CH:19]=3)[NH:14][CH:13]=2)[CH2:8][CH2:7]1)(=[O:5])=[O:4])[CH3:2].Br[C:34]1[CH:35]=[N:36][N:37]([CH2:39][CH2:40][N:41]([CH3:43])[CH3:42])[CH:38]=1.C(=O)([O-])[O-].[Na+].[Na+]. Product: [CH3:42][N:41]([CH3:43])[CH2:40][CH2:39][N:37]1[CH:38]=[C:34]([C:18]2[CH:19]=[C:20]3[C:15](=[C:16]([C:30]([NH2:32])=[O:31])[CH:17]=2)[NH:14][CH:13]=[C:12]3[CH:9]2[CH2:8][CH2:7][N:6]([S:3]([CH2:1][CH3:2])(=[O:4])=[O:5])[CH2:11][CH2:10]2)[CH:35]=[N:36]1. The catalyst class is: 667. (4) Reactant: Cl[C:2]1[CH:7]=[C:6]([C:8]2[C:9]([C:14]3[CH:31]=[CH:30][C:17]([O:18][CH2:19][C:20]4[CH:29]=[CH:28][C:27]5[C:22](=[CH:23][CH:24]=[CH:25][CH:26]=5)[N:21]=4)=[CH:16][CH:15]=3)=[N:10][N:11]([CH3:13])[CH:12]=2)[CH:5]=[CH:4][N:3]=1.[NH:32]([CH2:36]CO)[CH2:33]CO.O. Product: [CH3:33][N:32]([CH3:36])[C:2]1[CH:7]=[C:6]([C:8]2[C:9]([C:14]3[CH:31]=[CH:30][C:17]([O:18][CH2:19][C:20]4[CH:29]=[CH:28][C:27]5[C:22](=[CH:23][CH:24]=[CH:25][CH:26]=5)[N:21]=4)=[CH:16][CH:15]=3)=[N:10][N:11]([CH3:13])[CH:12]=2)[CH:5]=[CH:4][N:3]=1. The catalyst class is: 9. (5) Reactant: [C:1]([C:3]([C:6]1[CH:7]=[C:8]([CH:30]=[CH:31][CH:32]=1)[C:9]([NH:11][C:12]1[CH:17]=[CH:16][C:15]([CH2:18][CH3:19])=[C:14]([O:20][C:21]2[CH:26]=[CH:25][C:24]([N+:27]([O-])=O)=[CH:23][N:22]=2)[CH:13]=1)=[O:10])([CH3:5])[CH3:4])#[N:2]. Product: [NH2:27][C:24]1[CH:25]=[CH:26][C:21]([O:20][C:14]2[CH:13]=[C:12]([NH:11][C:9](=[O:10])[C:8]3[CH:30]=[CH:31][CH:32]=[C:6]([C:3]([C:1]#[N:2])([CH3:5])[CH3:4])[CH:7]=3)[CH:17]=[CH:16][C:15]=2[CH2:18][CH3:19])=[N:22][CH:23]=1. The catalyst class is: 129. (6) Reactant: O[CH2:2][CH2:3][C:4]1[CH:9]=[CH:8][CH:7]=[CH:6][C:5]=1[CH2:10][C:11]#[N:12].C(N(CC)CC)C.CS(Cl)(=O)=O.[OH-].[Na+].[CH2:27]([NH:30][CH2:31][CH2:32][CH3:33])[CH2:28][CH3:29]. Product: [CH2:27]([N:30]([CH2:31][CH2:32][CH3:33])[CH2:2][CH2:3][C:4]1[CH:9]=[CH:8][CH:7]=[CH:6][C:5]=1[CH2:10][C:11]#[N:12])[CH2:28][CH3:29]. The catalyst class is: 4. (7) Reactant: Br[C:2]1[CH:7]=[CH:6][C:5]([CH:8]2[C:13](=[O:14])[C:12]([CH3:16])([CH3:15])[O:11][C:10]([CH3:18])([CH3:17])[C:9]2=[O:19])=[C:4]([CH3:20])[CH:3]=1.[CH2:21]([Sn](CCCC)(CCCC)C#CC)[CH2:22][CH2:23]C. Product: [CH3:15][C:12]1([CH3:16])[C:13](=[O:14])[CH:8]([C:5]2[CH:6]=[CH:7][C:2]([C:21]#[C:22][CH3:23])=[CH:3][C:4]=2[CH3:20])[C:9](=[O:19])[C:10]([CH3:18])([CH3:17])[O:11]1. The catalyst class is: 73. (8) Reactant: C1CCN(C(/N=N/C(N2CCCCC2)=O)=O)CC1.[CH:19]1([C:22]2[N:26]([CH3:27])[C:25]3[CH:28]=[C:29]([N:32]4[CH:37]=[CH:36][C:35]([OH:38])=[CH:34][C:33]4=[O:39])[CH:30]=[CH:31][C:24]=3[N:23]=2)[CH2:21][CH2:20]1.[Br:40][C:41]1[CH:42]=[C:43]([CH2:47]O)[S:44][C:45]=1[Cl:46].C(P(CCCC)CCCC)CCC. Product: [Br:40][C:41]1[CH:42]=[C:43]([CH2:47][O:38][C:35]2[CH:36]=[CH:37][N:32]([C:29]3[CH:30]=[CH:31][C:24]4[N:23]=[C:22]([CH:19]5[CH2:20][CH2:21]5)[N:26]([CH3:27])[C:25]=4[CH:28]=3)[C:33](=[O:39])[CH:34]=2)[S:44][C:45]=1[Cl:46]. The catalyst class is: 1. (9) Reactant: C(OC([N:11]1[CH2:20][CH2:19][C:18]2[C:17]([NH:21][C:22]3[CH:26]=[C:25]([CH:27]4[CH2:29][CH2:28]4)[NH:24][N:23]=3)=[N:16][C:15]([NH:30][C@H:31]([C:33]3[CH:38]=[CH:37][C:36]([F:39])=[CH:35][CH:34]=3)[CH3:32])=[N:14][C:13]=2[CH2:12]1)=O)C1C=CC=CC=1. Product: [CH:27]1([C:25]2[NH:24][N:23]=[C:22]([NH:21][C:17]3[C:18]4[CH2:19][CH2:20][NH:11][CH2:12][C:13]=4[N:14]=[C:15]([NH:30][C@H:31]([C:33]4[CH:38]=[CH:37][C:36]([F:39])=[CH:35][CH:34]=4)[CH3:32])[N:16]=3)[CH:26]=2)[CH2:28][CH2:29]1. The catalyst class is: 50. (10) Reactant: [CH2-:1][C:2]([CH3:4])=[O:3].[OH:5][CH2:6][C@@H:7]1[C@H:11]([OH:12])[C@H:10]([OH:13])[C@H:9]([N:14]2[CH:22]=[N:21][C:20]3[C:15]2=[N:16][CH:17]=[N:18][C:19]=3[NH:23][CH:24]2[CH2:28][CH2:27][O:26][CH2:25]2)[O:8]1.[F:29][C:30]1[CH:35]=[CH:34][CH:33]=[CH:32][C:31]=1O.C1(P(C2C=CC=CC=2)C2C=CC=CC=2)C=CC=CC=1.CC(OC(/N=N/C(OC(C)C)=O)=O)C. Product: [CH2-:1][C:2]([CH3:4])=[O:3].[F:29][C:30]1[CH:35]=[CH:34][CH:33]=[CH:32][C:31]=1[O:5][CH2:6][C@@H:7]1[C@H:11]([OH:12])[C@H:10]([OH:13])[C@H:9]([N:14]2[CH:22]=[N:21][C:20]3[C:15]2=[N:16][CH:17]=[N:18][C:19]=3[NH:23][CH:24]2[CH2:28][CH2:27][O:26][CH2:25]2)[O:8]1. The catalyst class is: 7.